The task is: Predict which catalyst facilitates the given reaction.. This data is from Catalyst prediction with 721,799 reactions and 888 catalyst types from USPTO. (1) Reactant: Cl.[CH2:2]([N:9]1[CH2:14][CH2:13][C:12](=O)[CH2:11][CH2:10]1)[C:3]1[CH:8]=[CH:7][CH:6]=[CH:5][CH:4]=1.[C-:16]#[N:17].[K+].S([O-])([O-])(=O)=O.[Mg+2].C([CH2:32][CH2:33][NH2:34])C1C=CC=CC=1.[C:35]1([CH3:41])[CH:40]=[CH:39][CH:38]=[CH:37][CH:36]=1. Product: [CH2:2]([N:9]1[CH2:14][CH2:13][C:12]([C:16]#[N:17])([N:34]([CH2:41][C:35]2[CH:40]=[CH:39][CH:38]=[CH:37][CH:36]=2)[CH2:33][CH3:32])[CH2:11][CH2:10]1)[C:3]1[CH:8]=[CH:7][CH:6]=[CH:5][CH:4]=1. The catalyst class is: 6. (2) Reactant: [Cl:1][C:2]1[CH:7]=[CH:6][C:5](/[CH:8]=[CH:9]/[C:10]([N:12]2[CH2:17][CH2:16][CH:15]([CH2:18][C:19]([OH:21])=O)[CH2:14][CH2:13]2)=[O:11])=[C:4]([CH2:22][N:23]2[N:27]=[N:26][C:25]([CH3:28])=[N:24]2)[CH:3]=1.CN(C(ON1N=NC2C=CC=NC1=2)=[N+](C)C)C.F[P-](F)(F)(F)(F)F.[NH:53]1[CH2:58][CH2:57][O:56][CH2:55][CH2:54]1.CCN(C(C)C)C(C)C. Product: [Cl:1][C:2]1[CH:7]=[CH:6][C:5](/[CH:8]=[CH:9]/[C:10]([N:12]2[CH2:13][CH2:14][CH:15]([CH2:18][C:19]([N:53]3[CH2:58][CH2:57][O:56][CH2:55][CH2:54]3)=[O:21])[CH2:16][CH2:17]2)=[O:11])=[C:4]([CH2:22][N:23]2[N:27]=[N:26][C:25]([CH3:28])=[N:24]2)[CH:3]=1. The catalyst class is: 179. (3) Reactant: [CH2:1]([N:8](C)[CH2:9][C@@H:10]([NH:12][C@@H:13]([CH3:18])[C:14]([O:16][CH3:17])=[O:15])[CH3:11])C1C=CC=CC=1.Cl. Product: [CH3:1][NH:8][CH2:9][C@@H:10]([NH:12][C@@H:13]([CH3:18])[C:14]([O:16][CH3:17])=[O:15])[CH3:11]. The catalyst class is: 29. (4) The catalyst class is: 113. Reactant: [CH2:1]([NH:4][C@H:5]1[CH2:14][CH2:13][C:12]2[C:11]([OH:15])=[CH:10][CH:9]=[CH:8][C:7]=2[CH2:6]1)[CH2:2][CH3:3].CC1C=CC(S(O[CH2:27][CH2:28][C:29]2[S:30][CH:31]=[CH:32][CH:33]=2)(=O)=O)=CC=1.S([O-])([O-])=O.[Na+].[Na+]. Product: [CH2:1]([N:4]([CH2:27][CH2:28][C:29]1[S:30][CH:31]=[CH:32][CH:33]=1)[C@H:5]1[CH2:14][CH2:13][C:12]2[C:11]([OH:15])=[CH:10][CH:9]=[CH:8][C:7]=2[CH2:6]1)[CH2:2][CH3:3]. (5) Product: [Cl:19][C:20]1[CH:21]=[CH:22][C:23]([F:29])=[C:24]([CH:28]=1)[C:25]([NH:1][CH2:2][C:3]1[N:4]=[CH:5][C:6]([C:9]([NH:11][CH2:12][C:13]2[S:17][C:16]([CH3:18])=[N:15][CH:14]=2)=[O:10])=[N:7][CH:8]=1)=[O:26]. Reactant: [NH2:1][CH2:2][C:3]1[N:4]=[CH:5][C:6]([C:9]([NH:11][CH2:12][C:13]2[S:17][C:16]([CH3:18])=[N:15][CH:14]=2)=[O:10])=[N:7][CH:8]=1.[Cl:19][C:20]1[CH:21]=[CH:22][C:23]([F:29])=[C:24]([CH:28]=1)[C:25](O)=[O:26].C(N(CC)CC)C. The catalyst class is: 9. (6) Reactant: [C:1]1([C:7]2[C:16]3[C:11](=[CH:12][CH:13]=[CH:14][CH:15]=3)[N:10]=[C:9]([NH:17][C:18]3[CH:26]=[CH:25][C:21]([C:22](O)=[O:23])=[CH:20][CH:19]=3)[N:8]=2)[CH:6]=[CH:5][CH:4]=[CH:3][CH:2]=1.[NH2:27][C:28]1[CH:29]=[C:30]([CH:33]=[CH:34][C:35]=1[CH3:36])[C:31]#[N:32].CCN(C(C)C)C(C)C.CN(C(ON1N=NC2C=CC=NC1=2)=[N+](C)C)C.F[P-](F)(F)(F)(F)F. Product: [C:31]([C:30]1[CH:33]=[CH:34][C:35]([CH3:36])=[C:28]([NH:27][C:22](=[O:23])[C:21]2[CH:25]=[CH:26][C:18]([NH:17][C:9]3[N:8]=[C:7]([C:1]4[CH:2]=[CH:3][CH:4]=[CH:5][CH:6]=4)[C:16]4[C:11](=[CH:12][CH:13]=[CH:14][CH:15]=4)[N:10]=3)=[CH:19][CH:20]=2)[CH:29]=1)#[N:32]. The catalyst class is: 42. (7) Reactant: [C:1]([O:5][C:6]([NH:8][C@H:9]([C:16]([OH:18])=O)[CH2:10][C:11]1[N:15]=[CH:14][NH:13][CH:12]=1)=[O:7])([CH3:4])([CH3:3])[CH3:2].CN(C(ON1N=NC2C=CC=CC1=2)=[N+](C)C)C.[B-](F)(F)(F)F.C1C=CC2N(O)N=NC=2C=1.CN1CCOCC1.Cl.[CH3:59][O:60][C:61]1[CH:62]=[C:63]([C:69]2[C@@H:78]3[C@@H:73]([CH2:74][CH2:75][CH2:76][CH2:77]3)[C:72](=[O:79])[N:71]([CH:80]3[CH2:85][CH2:84][NH:83][CH2:82][CH2:81]3)[N:70]=2)[CH:64]=[CH:65][C:66]=1[O:67][CH3:68]. Product: [OH-:5].[NH4+:8].[CH3:59][O:60][C:61]1[CH:62]=[C:63]([C:69]2[C@@H:78]3[C@@H:73]([CH2:74][CH2:75][CH2:76][CH2:77]3)[C:72](=[O:79])[N:71]([CH:80]3[CH2:81][CH2:82][N:83]([C:16](=[O:18])[C@@H:9]([NH:8][C:6](=[O:7])[O:5][C:1]([CH3:2])([CH3:3])[CH3:4])[CH2:10][C:11]4[N:15]=[CH:14][NH:13][CH:12]=4)[CH2:84][CH2:85]3)[N:70]=2)[CH:64]=[CH:65][C:66]=1[O:67][CH3:68]. The catalyst class is: 18.